Task: Predict the product of the given reaction.. Dataset: Forward reaction prediction with 1.9M reactions from USPTO patents (1976-2016) (1) Given the reactants C(O[CH2:4][NH:5][C:6]1[CH:27]=[CH:26][C:9]([C:10]([NH:12][CH2:13][C:14]2[S:15][C:16]([O:19][C:20]3[CH:25]=[CH:24][CH:23]=[CH:22][CH:21]=3)=[CH:17][CH:18]=2)=[O:11])=[CH:8][N:7]=1)C.[BH4-].[Na+].O.C(OCC)(=O)C, predict the reaction product. The product is: [CH3:4][NH:5][C:6]1[CH:27]=[CH:26][C:9]([C:10]([NH:12][CH2:13][C:14]2[S:15][C:16]([O:19][C:20]3[CH:21]=[CH:22][CH:23]=[CH:24][CH:25]=3)=[CH:17][CH:18]=2)=[O:11])=[CH:8][N:7]=1. (2) Given the reactants [CH3:1][N:2]1[C:6]([NH2:7])=[CH:5][C:4]([C:8]2[CH:13]=[CH:12][CH:11]=[CH:10][CH:9]=2)=[N:3]1.[CH3:14][O:15][C:16]1[CH:17]=[C:18]([S:24](Cl)(=[O:26])=[O:25])[CH:19]=[CH:20][C:21]=1[O:22][CH3:23], predict the reaction product. The product is: [CH3:14][O:15][C:16]1[CH:17]=[C:18]([S:24]([NH:7][C:6]2[N:2]([CH3:1])[N:3]=[C:4]([C:8]3[CH:9]=[CH:10][CH:11]=[CH:12][CH:13]=3)[CH:5]=2)(=[O:25])=[O:26])[CH:19]=[CH:20][C:21]=1[O:22][CH3:23]. (3) Given the reactants [C:1](O)(=[O:3])[CH3:2].[NH2:5][C:6]([NH2:8])=[O:7], predict the reaction product. The product is: [NH2:5][C:6]([NH2:8])=[O:7].[NH2:8][C:6]([O:3][CH2:1][CH3:2])=[O:7]. (4) Given the reactants Br[C:2]1[S:3][CH:4]=[CH:5][N:6]=1.[NH2:7][C:8]1[CH:9]=[CH:10][C:11]([CH:15]([CH3:17])[CH3:16])=[C:12]([OH:14])[CH:13]=1.Cl, predict the reaction product. The product is: [CH:15]([C:11]1[CH:10]=[CH:9][C:8]([NH:7][C:2]2[S:3][CH:4]=[CH:5][N:6]=2)=[CH:13][C:12]=1[OH:14])([CH3:17])[CH3:16]. (5) Given the reactants [Br:1][C:2]1[CH:3]=[N:4][CH:5]=[CH:6][C:7]=1[OH:8].[H-].[Na+].[CH2:11](Br)[C:12]1[CH:17]=[CH:16][CH:15]=[CH:14][CH:13]=1, predict the reaction product. The product is: [CH2:11]([O:8][C:7]1[CH:6]=[CH:5][N:4]=[CH:3][C:2]=1[Br:1])[C:12]1[CH:17]=[CH:16][CH:15]=[CH:14][CH:13]=1.